The task is: Predict which catalyst facilitates the given reaction.. This data is from Catalyst prediction with 721,799 reactions and 888 catalyst types from USPTO. (1) Reactant: [C:1]([C:3]1[CH:4]=[N:5][N:6]2[C:11]([C:12]([F:15])([F:14])[F:13])=[CH:10][C:9]([C:16]3[CH:21]=[CH:20][CH:19]=[C:18]([C:22]([F:25])([F:24])[F:23])[CH:17]=3)=[N:8][C:7]=12)#[CH:2].C(OC([N:33]1[CH2:38][CH2:37][N:36]([S:39]([C:42]2[S:43][C:44](Br)=[CH:45][CH:46]=2)(=[O:41])=[O:40])[CH2:35][CH2:34]1)=O)(C)(C)C.C(O)(C(F)(F)F)=O. Product: [N:36]1([S:39]([C:42]2[S:43][C:44]([C:2]#[C:1][C:3]3[CH:4]=[N:5][N:6]4[C:11]([C:12]([F:14])([F:13])[F:15])=[CH:10][C:9]([C:16]5[CH:21]=[CH:20][CH:19]=[C:18]([C:22]([F:25])([F:24])[F:23])[CH:17]=5)=[N:8][C:7]=34)=[CH:45][CH:46]=2)(=[O:41])=[O:40])[CH2:35][CH2:34][NH:33][CH2:38][CH2:37]1. The catalyst class is: 4. (2) Reactant: COC(=O)C1C=CC=C(C2C=NC(N)=C(C3SC4C=CC=CC=4N=3)C=2)C=1.C[O:28][C:29]([C:31]1[CH:36]=[C:35]([C:37]2[CH:38]=[N:39][C:40]([NH2:52])=[C:41]([C:43]3[S:44][C:45]4[CH:51]=[CH:50][CH:49]=[CH:48][C:46]=4[N:47]=3)[CH:42]=2)[CH:34]=[CH:33][N:32]=1)=[O:30].[OH-].[Na+]. Product: [NH2:52][C:40]1[N:39]=[CH:38][C:37]([C:35]2[CH:34]=[CH:33][N:32]=[C:31]([C:29]([OH:30])=[O:28])[CH:36]=2)=[CH:42][C:41]=1[C:43]1[S:44][C:45]2[CH:51]=[CH:50][CH:49]=[CH:48][C:46]=2[N:47]=1. The catalyst class is: 5. (3) Reactant: [NH:1]1[C:9]2[C:4](=[CH:5][CH:6]=[CH:7][CH:8]=2)[CH:3]=[C:2]1[CH2:10][CH2:11][CH2:12][NH:13][C:14](=[O:25])[C@@H:15]([NH:18]C(=O)C(F)(F)F)[CH2:16][CH3:17].O1CCCC1.CO.[OH-].[Na+]. Product: [NH:1]1[C:9]2[C:4](=[CH:5][CH:6]=[CH:7][CH:8]=2)[CH:3]=[C:2]1[CH2:10][CH2:11][CH2:12][NH:13][C:14](=[O:25])[C@@H:15]([NH2:18])[CH2:16][CH3:17]. The catalyst class is: 4.